The task is: Predict the reactants needed to synthesize the given product.. This data is from Full USPTO retrosynthesis dataset with 1.9M reactions from patents (1976-2016). Given the product [N:31]1[CH:36]=[C:35]([C:2]2[CH:7]=[C:6]([N:8]3[C:20]4[CH:19]=[C:18]5[C:21]([CH3:29])([CH3:28])[C:22]6[C:27]([C:17]5=[CH:16][C:15]=4[C:14]4[C:9]3=[CH:10][CH:11]=[CH:12][CH:13]=4)=[CH:26][CH:25]=[CH:24][CH:23]=6)[CH:5]=[C:4]([C:35]3[CH:36]=[N:31][CH:32]=[N:33][CH:34]=3)[N:3]=2)[CH:34]=[N:33][CH:32]=1, predict the reactants needed to synthesize it. The reactants are: Br[C:2]1[CH:7]=[C:6]([N:8]2[C:20]3[CH:19]=[C:18]4[C:21]([CH3:29])([CH3:28])[C:22]5[C:27]([C:17]4=[CH:16][C:15]=3[C:14]3[C:9]2=[CH:10][CH:11]=[CH:12][CH:13]=3)=[CH:26][CH:25]=[CH:24][CH:23]=5)[CH:5]=[C:4](Br)[N:3]=1.[N:31]1[CH:36]=[C:35](B(O)O)[CH:34]=[N:33][CH:32]=1.C([O-])([O-])=O.[Na+].[Na+].